This data is from Catalyst prediction with 721,799 reactions and 888 catalyst types from USPTO. The task is: Predict which catalyst facilitates the given reaction. (1) Reactant: [Cl:1][C:2]1[CH:11]=[CH:10][C:5]([O:6][CH2:7][CH:8]=O)=[CH:4][CH:3]=1.[ClH:12].Cl.[NH2:14][CH2:15][CH2:16][NH:17][S:18]([C:21]1[C:22]2[CH:23]=[CH:24][N:25]=[CH:26][C:27]=2[CH:28]=[C:29]([C:31]2[CH:36]=[CH:35][CH:34]=[CH:33][CH:32]=2)[CH:30]=1)(=[O:20])=[O:19].CCN(CC)CC.[BH4-].[Na+]. Product: [ClH:1].[ClH:12].[Cl:1][C:2]1[CH:11]=[CH:10][C:5]([O:6][CH2:7][CH2:8][NH:14][CH2:15][CH2:16][NH:17][S:18]([C:21]2[C:22]3[CH:23]=[CH:24][N:25]=[CH:26][C:27]=3[CH:28]=[C:29]([C:31]3[CH:36]=[CH:35][CH:34]=[CH:33][CH:32]=3)[CH:30]=2)(=[O:20])=[O:19])=[CH:4][CH:3]=1. The catalyst class is: 5. (2) Reactant: [C:1]1(=[O:19])[N:5]([CH2:6][CH2:7][CH2:8][CH2:9][CH2:10][C:11]([OH:13])=[O:12])[C:4](=[O:14])[C:3]2=[CH:15][CH:16]=[CH:17][CH:18]=[C:2]12.[Br:20]Br.S(=O)(O)[O-].[Na+].C(=O)(O)[O-].[Na+]. The catalyst class is: 6. Product: [Br:20][CH:10]([CH2:9][CH2:8][CH2:7][CH2:6][N:5]1[C:4](=[O:14])[C:3]2=[CH:15][CH:16]=[CH:17][CH:18]=[C:2]2[C:1]1=[O:19])[C:11]([OH:13])=[O:12]. (3) Reactant: [CH2:1]1[S:5][C@H:4]([CH2:6][OH:7])[O:3][C@@H:2]1[N:8]1[C:13](=[O:14])[N:12]=[C:11]([NH2:15])[CH:10]=[CH:9]1.C([O-])(=O)C([O-])=O.C(O)C. Product: [CH2:1]1[S:5][C@H:4]([CH2:6][OH:7])[O:3][C@@H:2]1[N:8]1[C:13](=[O:14])[N:12]=[C:11]([NH2:15])[CH:10]=[CH:9]1. The catalyst class is: 66. (4) Reactant: [N+:1]([C:4]1[CH:5]=[C:6]([CH2:14]O)[CH:7]=[C:8]([C:10]([F:13])([F:12])[F:11])[CH:9]=1)([O-:3])=[O:2].C1(P(C2C=CC=CC=2)C2C=CC=CC=2)C=CC=CC=1.[Br:35]N1C(=O)CCC1=O. Product: [Br:35][CH2:14][C:6]1[CH:7]=[C:8]([C:10]([F:13])([F:12])[F:11])[CH:9]=[C:4]([N+:1]([O-:3])=[O:2])[CH:5]=1. The catalyst class is: 54. (5) Reactant: [CH3:1][C:2]1[S:6][C:5]([C:7]2[CH:8]=[CH:9][C:10]3[N:11]([C:26]4[CH:31]=[CH:30][C:29]([O:32]C)=[CH:28][CH:27]=4)[C:12]4[C:17]([C:18]=3[CH:19]=2)=[CH:16][C:15]([C:20]2[S:21][C:22]([CH3:25])=[CH:23][CH:24]=2)=[CH:14][CH:13]=4)=[CH:4][CH:3]=1.B(Br)(Br)Br. Product: [CH3:25][C:22]1[S:21][C:20]([C:15]2[CH:14]=[CH:13][C:12]3[N:11]([C:26]4[CH:27]=[CH:28][C:29]([OH:32])=[CH:30][CH:31]=4)[C:10]4[C:18]([C:17]=3[CH:16]=2)=[CH:19][C:7]([C:5]2[S:6][C:2]([CH3:1])=[CH:3][CH:4]=2)=[CH:8][CH:9]=4)=[CH:24][CH:23]=1. The catalyst class is: 2. (6) Product: [F:21][C:20]([F:23])([F:22])[C:17]1[CH:18]=[CH:19][C:14]([C:9]2[N:8]=[C:7]3[C:12](=[CH:11][CH:10]=2)[NH:13][C:4](=[O:3])[CH2:5][CH2:6]3)=[CH:15][CH:16]=1. The catalyst class is: 8. Reactant: C([O:3][C:4](=O)[CH2:5][CH2:6][C:7]1[C:12]([NH2:13])=[CH:11][CH:10]=[C:9]([C:14]2[CH:19]=[CH:18][C:17]([C:20]([F:23])([F:22])[F:21])=[CH:16][CH:15]=2)[N:8]=1)C.CC[O-].[Na+]. (7) Reactant: C([Li])CCC.C(N(CC)C(C)C)(C)C.[O:15]1[CH2:20][CH2:19][CH:18]([CH2:21][C:22]([O:24][CH3:25])=[O:23])[CH2:17][CH2:16]1.Cl[Si](C)(C)C.[Br:31]N1C(=O)CCC1=O. Product: [Br:31][CH:21]([CH:18]1[CH2:19][CH2:20][O:15][CH2:16][CH2:17]1)[C:22]([O:24][CH3:25])=[O:23]. The catalyst class is: 7. (8) Reactant: [F:1][C:2]1[CH:3]=[C:4]([C:8]2[N:12]=[C:11]([CH:13]3[CH2:18][CH:17]([C:19]4[CH:24]=[CH:23][C:22]([O:25][C:26]([F:29])([F:28])[F:27])=[CH:21][CH:20]=4)[CH2:16][NH:15][CH2:14]3)[O:10][N:9]=2)[CH:5]=[CH:6][CH:7]=1.C(N(CC)CC)C.[Cl:37][C:38](OC(Cl)(Cl)Cl)=[O:39]. Product: [F:1][C:2]1[CH:3]=[C:4]([C:8]2[N:12]=[C:11]([CH:13]3[CH2:18][CH:17]([C:19]4[CH:24]=[CH:23][C:22]([O:25][C:26]([F:29])([F:27])[F:28])=[CH:21][CH:20]=4)[CH2:16][N:15]([C:38]([Cl:37])=[O:39])[CH2:14]3)[O:10][N:9]=2)[CH:5]=[CH:6][CH:7]=1. The catalyst class is: 4. (9) Reactant: [N:1]1([CH2:8][CH2:9][O:10][C:11]2[CH:16]=[CH:15][C:14]([C:17]([C:19]3[C:28]4[C:23](=[CH:24][C:25]([O:29]C)=[CH:26][CH:27]=4)[CH:22]=[CH:21][C:20]=3[C:31]3[C:36]([F:37])=[CH:35][C:34]([F:38])=[CH:33][C:32]=3[F:39])=[O:18])=[CH:13][CH:12]=2)[CH2:7][CH2:6][CH2:5][CH2:4][CH2:3][CH2:2]1.Cl.B(Br)(Br)Br.C(=O)(O)[O-].[Na+]. Product: [N:1]1([CH2:8][CH2:9][O:10][C:11]2[CH:16]=[CH:15][C:14]([C:17]([C:19]3[C:28]4[C:23](=[CH:24][C:25]([OH:29])=[CH:26][CH:27]=4)[CH:22]=[CH:21][C:20]=3[C:31]3[C:36]([F:37])=[CH:35][C:34]([F:38])=[CH:33][C:32]=3[F:39])=[O:18])=[CH:13][CH:12]=2)[CH2:7][CH2:6][CH2:5][CH2:4][CH2:3][CH2:2]1. The catalyst class is: 98.